From a dataset of Reaction yield outcomes from USPTO patents with 853,638 reactions. Predict the reaction yield, written as a fraction of the theoretical maximum amount of product (1.0 means a 100% yield; for example, 0.34 means a 34% yield). The reactants are [NH2:1][C:2]1[CH:3]=[CH:4][C:5]([O:13][CH:14]([C:21]2[CH:26]=[CH:25][CH:24]=[CH:23][CH:22]=2)[C:15]2[CH:20]=[CH:19][CH:18]=[CH:17][CH:16]=2)=[C:6]([C:8](=O)[CH2:9][CH2:10][CH3:11])[CH:7]=1.[CH3:27][O:28][C:29]1[CH:30]=[C:31]([N:35]=[C:36]=[O:37])[CH:32]=[CH:33][CH:34]=1. The catalyst is C1COCC1. The product is [CH:14]([O:13][C:5]1[CH:4]=[CH:3][C:2]([NH:1][C:36]([NH:35][C:31]2[CH:32]=[CH:33][CH:34]=[C:29]([O:28][CH3:27])[CH:30]=2)=[O:37])=[CH:7][C:6]=1[CH2:8][CH2:9][CH2:10][CH3:11])([C:15]1[CH:20]=[CH:19][CH:18]=[CH:17][CH:16]=1)[C:21]1[CH:22]=[CH:23][CH:24]=[CH:25][CH:26]=1. The yield is 0.979.